From a dataset of NCI-60 drug combinations with 297,098 pairs across 59 cell lines. Regression. Given two drug SMILES strings and cell line genomic features, predict the synergy score measuring deviation from expected non-interaction effect. (1) Drug 1: COC1=NC(=NC2=C1N=CN2C3C(C(C(O3)CO)O)O)N. Drug 2: CCN(CC)CCCC(C)NC1=C2C=C(C=CC2=NC3=C1C=CC(=C3)Cl)OC. Cell line: OVCAR3. Synergy scores: CSS=-0.279, Synergy_ZIP=-1.14, Synergy_Bliss=-0.0633, Synergy_Loewe=-17.6, Synergy_HSA=-3.96. (2) Drug 1: CCCS(=O)(=O)NC1=C(C(=C(C=C1)F)C(=O)C2=CNC3=C2C=C(C=N3)C4=CC=C(C=C4)Cl)F. Drug 2: C1=NC(=NC(=O)N1C2C(C(C(O2)CO)O)O)N. Cell line: A498. Synergy scores: CSS=4.48, Synergy_ZIP=-0.973, Synergy_Bliss=1.27, Synergy_Loewe=-0.278, Synergy_HSA=1.01.